Regression/Classification. Given a drug SMILES string, predict its absorption, distribution, metabolism, or excretion properties. Task type varies by dataset: regression for continuous measurements (e.g., permeability, clearance, half-life) or binary classification for categorical outcomes (e.g., BBB penetration, CYP inhibition). Dataset: cyp1a2_veith. From a dataset of CYP1A2 inhibition data for predicting drug metabolism from PubChem BioAssay. The molecule is COc1ccccc1N1CCN(C(=O)/C=C/c2ccc3c(c2)OCO3)CC1. The result is 1 (inhibitor).